The task is: Predict the reaction yield, written as a fraction of the theoretical maximum amount of product (1.0 means a 100% yield; for example, 0.34 means a 34% yield).. This data is from Reaction yield outcomes from USPTO patents with 853,638 reactions. (1) The reactants are [CH:1]1([NH:4][C:5](=[O:39])[C:6]2[CH:11]=[CH:10][C:9]([C:12]3[N:16]4[N:17]=[C:18]([CH2:28][C:29]5[CH:34]=[CH:33][CH:32]=[C:31]([F:35])[C:30]=5[O:36]C)[CH:19]=[C:20]([NH:21][CH2:22][CH2:23][C:24]([F:27])([F:26])[F:25])[C:15]4=[N:14][CH:13]=3)=[CH:8][C:7]=2[CH3:38])[CH2:3][CH2:2]1.B(Br)(Br)Br.CO. The catalyst is ClCCl. The product is [CH:1]1([NH:4][C:5](=[O:39])[C:6]2[CH:11]=[CH:10][C:9]([C:12]3[N:16]4[N:17]=[C:18]([CH2:28][C:29]5[CH:34]=[CH:33][CH:32]=[C:31]([F:35])[C:30]=5[OH:36])[CH:19]=[C:20]([NH:21][CH2:22][CH2:23][C:24]([F:27])([F:25])[F:26])[C:15]4=[N:14][CH:13]=3)=[CH:8][C:7]=2[CH3:38])[CH2:2][CH2:3]1. The yield is 0.320. (2) The reactants are Br[C:2]1[CH:10]=[CH:9][C:5]2[S:6][CH:7]=[CH:8][C:4]=2[CH:3]=1.[B:11]1([B:11]2[O:15][C:14]([CH3:17])([CH3:16])[C:13]([CH3:19])([CH3:18])[O:12]2)[O:15][C:14]([CH3:17])([CH3:16])[C:13]([CH3:19])([CH3:18])[O:12]1.CC([O-])=O.[K+]. The catalyst is CS(C)=O.C1C=CC(P(C2C=CC=CC=2)[C-]2C=CC=C2)=CC=1.C1C=CC(P(C2C=CC=CC=2)[C-]2C=CC=C2)=CC=1.Cl[Pd]Cl.[Fe+2].C(Cl)Cl. The product is [S:6]1[CH:7]=[CH:8][C:4]2[CH:3]=[C:2]([B:11]3[O:15][C:14]([CH3:17])([CH3:16])[C:13]([CH3:19])([CH3:18])[O:12]3)[CH:10]=[CH:9][C:5]1=2. The yield is 0.860. (3) The reactants are [CH2:1]([C:3]1[S:24][C:6]2=[N:7][C:8]([CH3:23])=[C:9]([CH2:18][C:19]([O:21][CH3:22])=[O:20])[C:10]([C:11]3[CH:16]=[CH:15][C:14]([CH3:17])=[CH:13][CH:12]=3)=[C:5]2[C:4]=1[CH3:25])[CH3:2].[Li+].C[Si]([N-][Si](C)(C)C)(C)C.[CH2:36]1[CH2:40]OC[CH2:37]1.ICCC. The catalyst is CN(C=O)C. The product is [CH2:1]([C:3]1[S:24][C:6]2=[N:7][C:8]([CH3:23])=[C:9]([CH:18]([CH2:37][CH2:36][CH3:40])[C:19]([O:21][CH3:22])=[O:20])[C:10]([C:11]3[CH:12]=[CH:13][C:14]([CH3:17])=[CH:15][CH:16]=3)=[C:5]2[C:4]=1[CH3:25])[CH3:2]. The yield is 0.540. (4) The yield is 0.665. No catalyst specified. The reactants are [C:1]([C:5]1[O:9][N:8]=[C:7]([NH:10][C:11]([NH:13][C:14]2[CH:19]=[CH:18][CH:17]=[C:16]([SH:20])[CH:15]=2)=[O:12])[CH:6]=1)([CH3:4])([CH3:3])[CH3:2].[C:21](=[O:24])([O-])[O-].[Cs+].[Cs+].C(C1ON=[C:33]([NH:36][C:37]([NH:39][C:40]2[CH:45]=[CH:44][C:43](Cl)=[C:42](O)[CH:41]=2)=O)C=1)(C)(C)C.C1C[O:51][CH2:50][CH2:49]1. The product is [C:1]([C:5]1[O:9][N:8]=[C:7]([NH:10][C:11]([NH:13][C:14]2[CH:19]=[CH:18][CH:17]=[C:16]([S:20][C:33]3[C:41]4[C:40](=[CH:45][C:44]([O:24][CH3:21])=[C:43]([O:51][CH2:50][CH3:49])[CH:42]=4)[N:39]=[CH:37][N:36]=3)[CH:15]=2)=[O:12])[CH:6]=1)([CH3:4])([CH3:2])[CH3:3]. (5) The reactants are [NH:1]([C:3]1[CH:18]=[CH:17][C:6]([C:7]([NH:9][CH2:10][CH:11]2[CH2:16][CH2:15][O:14][CH2:13][CH2:12]2)=[O:8])=[CH:5][N:4]=1)[NH2:2].Cl.CN(C)[CH:22]=[C:23]([N:29]1[CH:34]=[CH:33][C:32](=[O:35])[CH:31]=[CH:30]1)[C:24](OCC)=[O:25].C(O)(=O)C. The catalyst is CC(O)C.CS(C)=O. The product is [OH:25][C:24]1[N:1]([C:3]2[CH:18]=[CH:17][C:6]([C:7]([NH:9][CH2:10][CH:11]3[CH2:16][CH2:15][O:14][CH2:13][CH2:12]3)=[O:8])=[CH:5][N:4]=2)[N:2]=[CH:22][C:23]=1[N:29]1[CH:30]=[CH:31][C:32](=[O:35])[CH:33]=[CH:34]1. The yield is 0.266.